Predict the product of the given reaction. From a dataset of Forward reaction prediction with 1.9M reactions from USPTO patents (1976-2016). Given the reactants F[P-](F)(F)(F)(F)F.N1(OC(N(C)C)=[N+](C)C)C2C=CC=CC=2N=N1.[NH2:25][C:26]1[N:31]=[CH:30][C:29]([CH2:32][CH2:33][CH2:34][C@H:35]([NH:39][C:40]([O:42][C:43]([CH3:46])([CH3:45])[CH3:44])=[O:41])[C:36]([OH:38])=O)=[CH:28][CH:27]=1.Cl.[CH2:48]([CH:50]1[CH2:55][CH2:54][NH:53][CH2:52][CH2:51]1)[CH3:49].C(N(CC)C(C)C)(C)C, predict the reaction product. The product is: [NH2:25][C:26]1[N:31]=[CH:30][C:29]([CH2:32][CH2:33][CH2:34][C@H:35]([NH:39][C:40](=[O:41])[O:42][C:43]([CH3:46])([CH3:45])[CH3:44])[C:36]([CH:51]2[CH:50]([CH2:48][CH3:49])[CH2:55][CH2:54][NH:53][CH2:52]2)=[O:38])=[CH:28][CH:27]=1.